Dataset: Full USPTO retrosynthesis dataset with 1.9M reactions from patents (1976-2016). Task: Predict the reactants needed to synthesize the given product. (1) Given the product [CH2:1]([O:3][C:4]([C@@H:6]1[CH2:11][CH2:10][CH2:9][N:8]([CH:12]2[CH2:16][CH2:15][N:14]([C:31]([C:29]3[C:30]4[C:21]([CH:22]=[C:23]5[C:28]=3[CH:27]=[CH:26][CH:25]=[CH:24]5)=[CH:20][CH:19]=[CH:18][CH:17]=4)=[O:32])[CH2:13]2)[CH2:7]1)=[O:5])[CH3:2], predict the reactants needed to synthesize it. The reactants are: [CH2:1]([O:3][C:4]([C@@H:6]1[CH2:11][CH2:10][CH2:9][N:8]([CH:12]2[CH2:16][CH2:15][NH:14][CH2:13]2)[CH2:7]1)=[O:5])[CH3:2].[CH:17]1[C:30]2[C:21](=[CH:22][C:23]3[C:28]([C:29]=2[C:31](Cl)=[O:32])=[CH:27][CH:26]=[CH:25][CH:24]=3)[CH:20]=[CH:19][CH:18]=1. (2) Given the product [CH2:16]([N:20]([CH2:21][CH2:22][CH3:23])[C:2]1[CH:12]=[CH:11][C:5]([C:6]([O:8][CH2:9][CH3:10])=[O:7])=[CH:4][C:3]=1[N+:13]([O-:15])=[O:14])[CH:17]([CH3:19])[CH3:18], predict the reactants needed to synthesize it. The reactants are: F[C:2]1[CH:12]=[CH:11][C:5]([C:6]([O:8][CH2:9][CH3:10])=[O:7])=[CH:4][C:3]=1[N+:13]([O-:15])=[O:14].[CH2:16]([NH:20][CH2:21][CH2:22][CH3:23])[CH:17]([CH3:19])[CH3:18]. (3) Given the product [Cl:1][C:2]1[CH:7]=[CH:6][C:5]([C:8]2[C:14]3[CH:15]=[CH:16][CH:17]=[CH:18][C:13]=3[C:12]3[C:19]([CH3:22])=[N:20][O:21][C:11]=3[CH:10]([NH:23][C:25](=[O:26])[O:27][CH2:28][CH3:29])[N:9]=2)=[CH:4][CH:3]=1, predict the reactants needed to synthesize it. The reactants are: [Cl:1][C:2]1[CH:7]=[CH:6][C:5]([C:8]2[C:14]3[CH:15]=[CH:16][CH:17]=[CH:18][C:13]=3[C:12]3[C:19]([CH3:22])=[N:20][O:21][C:11]=3[CH:10]([NH2:23])[N:9]=2)=[CH:4][CH:3]=1.Cl[C:25]([O:27][CH2:28][CH3:29])=[O:26].C(N(CC)CC)C. (4) The reactants are: N#N.[NH:3]1[C:7]2[CH:8]=[CH:9][CH:10]=[CH:11][C:6]=2[N:5]=[C:4]1[CH:12]([NH:22]C(=O)OC(C)(C)C)[CH2:13][C:14]1[CH:19]=[CH:18][C:17]([O:20][CH3:21])=[CH:16][CH:15]=1.Cl.C([O-])(O)=O.[Na+]. Given the product [NH:3]1[C:7]2[CH:8]=[CH:9][CH:10]=[CH:11][C:6]=2[N:5]=[C:4]1[CH:12]([NH2:22])[CH2:13][C:14]1[CH:19]=[CH:18][C:17]([O:20][CH3:21])=[CH:16][CH:15]=1, predict the reactants needed to synthesize it. (5) Given the product [C:32]([OH:35])(=[O:34])[CH3:33].[Cl:3][C:4]1[CH:23]=[CH:22][C:21]([CH2:24][CH2:25][CH2:26][NH:2][CH3:1])=[CH:20][C:5]=1[C:6]([NH:8][CH2:9][C:10]12[CH2:19][CH:14]3[CH2:13][CH:12]([CH2:18][CH:16]([CH2:15]3)[CH2:17]1)[CH2:11]2)=[O:7], predict the reactants needed to synthesize it. The reactants are: [CH3:1][NH2:2].[Cl:3][C:4]1[CH:23]=[CH:22][C:21]([CH2:24][CH2:25][CH2:26]OS(C)(=O)=O)=[CH:20][C:5]=1[C:6]([NH:8][CH2:9][C:10]12[CH2:19][CH:14]3[CH2:15][CH:16]([CH2:18][CH:12]([CH2:13]3)[CH2:11]1)[CH2:17]2)=[O:7].[C:32]([O:35]CC)(=[O:34])[CH3:33]. (6) Given the product [Br:1][C:2]1[CH:10]=[CH:9][C:5]([C:6]([NH:14][CH2:13][CH3:12])=[O:8])=[C:4]([CH3:11])[CH:3]=1, predict the reactants needed to synthesize it. The reactants are: [Br:1][C:2]1[CH:10]=[CH:9][C:5]([C:6]([OH:8])=O)=[C:4]([CH3:11])[CH:3]=1.[CH3:12][CH2:13][N:14]=C=NCCCN(C)C.C1C=CC2N(O)N=NC=2C=1.C(N(CC)CC)C.Cl.C(N)C.